Dataset: Reaction yield outcomes from USPTO patents with 853,638 reactions. Task: Predict the reaction yield, written as a fraction of the theoretical maximum amount of product (1.0 means a 100% yield; for example, 0.34 means a 34% yield). (1) The reactants are [NH2:1][C:2]1[CH:7]=[CH:6][C:5]([Cl:8])=[CH:4][C:3]=1[OH:9].[C:10]([Si:14](Cl)([C:21]1[CH:26]=[CH:25][CH:24]=[CH:23][CH:22]=1)[C:15]1[CH:20]=[CH:19][CH:18]=[CH:17][CH:16]=1)([CH3:13])([CH3:12])[CH3:11].N1C=CN=C1. The catalyst is C1COCC1. The product is [C:10]([Si:14]([C:21]1[CH:26]=[CH:25][CH:24]=[CH:23][CH:22]=1)([C:15]1[CH:16]=[CH:17][CH:18]=[CH:19][CH:20]=1)[O:9][C:3]1[CH:4]=[C:5]([Cl:8])[CH:6]=[CH:7][C:2]=1[NH2:1])([CH3:13])([CH3:11])[CH3:12]. The yield is 0.310. (2) The yield is 0.671. The product is [Br:1][C:2]1[C:7]([C:8]#[N:9])=[CH:6][C:5]([N:10]2[C:19]3[C:14](=[CH:15][C:16]([S:20]([NH:43][C:40]4[CH:41]=[CH:42][O:38][N:39]=4)(=[O:21])=[O:22])=[CH:17][CH:18]=3)[CH:13]=[CH:12][C:11]2=[O:35])=[C:4]([O:36][CH3:37])[CH:3]=1. The catalyst is CCOC(C)=O. The reactants are [Br:1][C:2]1[C:7]([C:8]#[N:9])=[CH:6][C:5]([N:10]2[C:19]3[C:14](=[CH:15][C:16]([S:20](OC4C(F)=C(F)C(F)=C(F)C=4F)(=[O:22])=[O:21])=[CH:17][CH:18]=3)[CH:13]=[CH:12][C:11]2=[O:35])=[C:4]([O:36][CH3:37])[CH:3]=1.[O:38]1[CH:42]=[CH:41][C:40]([NH2:43])=[N:39]1.C1COCC1.C[Si]([N-][Si](C)(C)C)(C)C.[Li+].